From a dataset of NCI-60 drug combinations with 297,098 pairs across 59 cell lines. Regression. Given two drug SMILES strings and cell line genomic features, predict the synergy score measuring deviation from expected non-interaction effect. (1) Drug 1: C(CC(=O)O)C(=O)CN.Cl. Drug 2: C1C(C(OC1N2C=NC3=C2NC=NCC3O)CO)O. Cell line: UO-31. Synergy scores: CSS=0.747, Synergy_ZIP=-0.0951, Synergy_Bliss=1.09, Synergy_Loewe=-2.81, Synergy_HSA=-2.50. (2) Drug 1: CC1OCC2C(O1)C(C(C(O2)OC3C4COC(=O)C4C(C5=CC6=C(C=C35)OCO6)C7=CC(=C(C(=C7)OC)O)OC)O)O. Cell line: HCT116. Drug 2: CC=C1C(=O)NC(C(=O)OC2CC(=O)NC(C(=O)NC(CSSCCC=C2)C(=O)N1)C(C)C)C(C)C. Synergy scores: CSS=61.7, Synergy_ZIP=-2.21, Synergy_Bliss=-3.90, Synergy_Loewe=-6.72, Synergy_HSA=-2.28.